Task: Regression. Given a target protein amino acid sequence and a drug SMILES string, predict the binding affinity score between them. We predict KIBA score (integrated kinase binding score). Dataset: kiba.. Dataset: Kinase inhibitor bioactivity data combining Ki, Kd, and IC50 measurements (1) The compound is O=C(NCc1ccc(Cl)c(Cl)c1)Nc1ccc2[nH]ncc2c1. The target protein (P49841) has sequence MSGRPRTTSFAESCKPVQQPSAFGSMKVSRDKDGSKVTTVVATPGQGPDRPQEVSYTDTKVIGNGSFGVVYQAKLCDSGELVAIKKVLQDKRFKNRELQIMRKLDHCNIVRLRYFFYSSGEKKDEVYLNLVLDYVPETVYRVARHYSRAKQTLPVIYVKLYMYQLFRSLAYIHSFGICHRDIKPQNLLLDPDTAVLKLCDFGSAKQLVRGEPNVSYICSRYYRAPELIFGATDYTSSIDVWSAGCVLAELLLGQPIFPGDSGVDQLVEIIKVLGTPTREQIREMNPNYTEFKFPQIKAHPWTKVFRPRTPPEAIALCSRLLEYTPTARLTPLEACAHSFFDELRDPNVKLPNGRDTPALFNFTTQELSSNPPLATILIPPHARIQAAASTPTNATAASDANTGDRGQTNNAASASASNST. The KIBA score is 11.6. (2) The compound is Cc1nc2ccccn2c1-c1csc(Nc2ccc(O)cc2)n1. The target protein (Q13555) has sequence MATTATCTRFTDDYQLFEELGKGAFSVVRRCVKKTSTQEYAAKIINTKKLSARDHQKLEREARICRLLKHPNIVRLHDSISEEGFHYLVFDLVTGGELFEDIVAREYYSEADASHCIHQILESVNHIHQHDIVHRDLKPENLLLASKCKGAAVKLADFGLAIEVQGEQQAWFGFAGTPGYLSPEVLRKDPYGKPVDIWACGVILYILLVGYPPFWDEDQHKLYQQIKAGAYDFPSPEWDTVTPEAKNLINQMLTINPAKRITADQALKHPWVCQRSTVASMMHRQETVECLRKFNARRKLKGAILTTMLVSRNFSAAKSLLNKKSDGGVKKRKSSSSVHLMPQSNNKNSLVSPAQEPAPLQTAMEPQTTVVHNATDGIKGSTESCNTTTEDEDLKARSPEGRSSRDRTAPSAGMQPQPSLCSSAMRKQEIIKITEQLIEAINNGDFEAYTKICDPGLTSFEPEALGNLVEGMDFHKFYFENLLSKNSKPIHTTILNPHVH.... The KIBA score is 11.3.